Dataset: Catalyst prediction with 721,799 reactions and 888 catalyst types from USPTO. Task: Predict which catalyst facilitates the given reaction. Reactant: C(OC1C=CC2SC([NH:12][C:13]([C:15]3[O:16][C:17]4[C:22]([C:23](=[O:25])[CH:24]=3)=[CH:21][CH:20]=[CH:19][C:18]=4[N:26]3[CH2:31][CH2:30][N:29]([CH3:32])[CH2:28][CH2:27]3)=[O:14])=NC=2C=1)C.[O:34]1[CH2:39][CH2:38][N:37]([C:40]2[CH:46]=[CH:45][C:43](N)=[CH:42][CH:41]=2)[CH2:36][CH2:35]1.CN([C:50]([O:54]N1N=NC2C=CC=CC1=2)=[N+](C)C)C.[B-](F)(F)(F)F.[CH:69]1C=CC2N(O)N=NC=2C=1. Product: [N:37]1([C:40]2[CH:46]=[CH:45][C:43]([NH:12][C:13]([C:15]3[O:16][C:17]4[C:22]([C:23](=[O:25])[CH:24]=3)=[CH:21][C:20]([O:54][CH3:50])=[CH:19][C:18]=4[N:26]3[CH2:31][CH2:69][CH2:30][N:29]([CH3:32])[CH2:28][CH2:27]3)=[O:14])=[CH:42][CH:41]=2)[CH2:38][CH2:39][O:34][CH2:35][CH2:36]1. The catalyst class is: 3.